This data is from Catalyst prediction with 721,799 reactions and 888 catalyst types from USPTO. The task is: Predict which catalyst facilitates the given reaction. (1) Reactant: [H-].[Na+].[CH:3]1([CH2:6][OH:7])[CH2:5][CH2:4]1.Cl[CH2:9][C:10]1[CH:15]=[CH:14][C:13]([C@H:16]2[C@H:21]([O:22][Si:23]([CH:30]([CH3:32])[CH3:31])([CH:27]([CH3:29])[CH3:28])[CH:24]([CH3:26])[CH3:25])[CH2:20][NH:19][CH2:18][C@@H:17]2[O:33][CH:34]([C:45]2[CH:46]=[CH:47][C:48]3[O:53][CH2:52][CH2:51][N:50]([CH2:54][CH2:55][CH2:56][O:57][CH3:58])[C:49]=3[CH:59]=2)[S:35]([C:38]2[CH:43]=[CH:42][C:41]([CH3:44])=[CH:40][CH:39]=2)(=[O:37])=[O:36])=[CH:12][CH:11]=1.C(=O)(O)[O-].[Na+]. Product: [CH:3]1([CH2:6][O:7][CH2:9][C:10]2[CH:11]=[CH:12][C:13]([C@H:16]3[C@H:21]([O:22][Si:23]([CH:27]([CH3:29])[CH3:28])([CH:30]([CH3:31])[CH3:32])[CH:24]([CH3:25])[CH3:26])[CH2:20][NH:19][CH2:18][C@@H:17]3[O:33][CH:34]([C:45]3[CH:46]=[CH:47][C:48]4[O:53][CH2:52][CH2:51][N:50]([CH2:54][CH2:55][CH2:56][O:57][CH3:58])[C:49]=4[CH:59]=3)[S:35]([C:38]3[CH:39]=[CH:40][C:41]([CH3:44])=[CH:42][CH:43]=3)(=[O:37])=[O:36])=[CH:14][CH:15]=2)[CH2:5][CH2:4]1. The catalyst class is: 348. (2) Reactant: [NH2:1][C@@H:2]([CH2:33][C:34]1[CH:39]=[CH:38][CH:37]=[CH:36][CH:35]=1)[C@@H:3]([OH:32])[CH2:4][C@@H:5]([NH:19][C:20]([C@@H:22]([NH:27][C:28](=[O:31])[O:29][CH3:30])[C:23]([CH3:26])([CH3:25])[CH3:24])=[O:21])[CH2:6][C:7]1[CH:12]=[CH:11][C:10]([C:13]2[CH:18]=[CH:17][CH:16]=[CH:15][N:14]=2)=[CH:9][CH:8]=1.[CH3:40][O:41][CH2:42][C:43]([NH:45][C@@H:46]([C:50]([CH3:53])([CH3:52])[CH3:51])[C:47](O)=[O:48])=[O:44].CCOP(ON1N=NC2C=CC=CC=2C1=O)(OCC)=O.C(N(CC)C(C)C)(C)C. Product: [CH3:30][O:29][C:28](=[O:31])[NH:27][C@@H:22]([C:23]([CH3:26])([CH3:25])[CH3:24])[C:20](=[O:21])[NH:19][C@@H:5]([CH2:6][C:7]1[CH:12]=[CH:11][C:10]([C:13]2[CH:18]=[CH:17][CH:16]=[CH:15][N:14]=2)=[CH:9][CH:8]=1)[CH2:4][C@H:3]([OH:32])[C@H:2]([CH2:33][C:34]1[CH:35]=[CH:36][CH:37]=[CH:38][CH:39]=1)[NH:1][C:47](=[O:48])[C@H:46]([C:50]([CH3:52])([CH3:51])[CH3:53])[NH:45][C:43](=[O:44])[CH2:42][O:41][CH3:40]. The catalyst class is: 1. (3) Reactant: [C:1]1(B(O)O)[CH:6]=[CH:5][CH:4]=[CH:3][CH:2]=1.[Cl:10][C:11]1[CH:12]=[C:13]([CH2:19][C:20]([O:22][CH3:23])=[O:21])[CH:14]=[C:15]([Cl:18])[C:16]=1[OH:17].N1C=CC=CC=1.C(N(CC)CC)C. Product: [Cl:10][C:11]1[CH:12]=[C:13]([CH2:19][C:20]([O:22][CH3:23])=[O:21])[CH:14]=[C:15]([Cl:18])[C:16]=1[O:17][C:1]1[CH:6]=[CH:5][CH:4]=[CH:3][CH:2]=1. The catalyst class is: 732.